This data is from Catalyst prediction with 721,799 reactions and 888 catalyst types from USPTO. The task is: Predict which catalyst facilitates the given reaction. Reactant: [F:1][C:2]([F:33])([F:32])[C:3]1[CH:27]=[C:26]([C:28]([F:31])([F:30])[F:29])[CH:25]=[CH:24][C:4]=1[CH2:5][N:6]1[CH2:11][CH2:10][CH:9](/[CH:12]=[C:13]2/[C:14]([NH:19][CH:20]3[CH2:23][O:22][CH2:21]3)=[N:15][C:16](=[O:18])[S:17]/2)[CH2:8][CH2:7]1.[C:34]([OH:41])(=[O:40])/[CH:35]=[CH:36]/[C:37]([OH:39])=[O:38]. The catalyst class is: 8. Product: [C:34]([OH:41])(=[O:40])/[CH:35]=[CH:36]/[C:37]([OH:39])=[O:38].[F:32][C:2]([F:1])([F:33])[C:3]1[CH:27]=[C:26]([C:28]([F:29])([F:30])[F:31])[CH:25]=[CH:24][C:4]=1[CH2:5][N:6]1[CH2:11][CH2:10][CH:9](/[CH:12]=[C:13]2/[C:14]([NH:19][CH:20]3[CH2:21][O:22][CH2:23]3)=[N:15][C:16](=[O:18])[S:17]/2)[CH2:8][CH2:7]1.